From a dataset of Forward reaction prediction with 1.9M reactions from USPTO patents (1976-2016). Predict the product of the given reaction. (1) Given the reactants [C:1]([NH:5][C:6]1[CH:11]=[C:10]([F:12])[N:9]=[C:8](N)[N:7]=1)([CH3:4])([CH3:3])[CH3:2].[I:14]CI.N(OCCC(C)C)=O, predict the reaction product. The product is: [C:1]([NH:5][C:6]1[CH:11]=[C:10]([F:12])[N:9]=[C:8]([I:14])[N:7]=1)([CH3:4])([CH3:3])[CH3:2]. (2) Given the reactants [NH2:1][C:2]1[N:7]=[C:6]([C:8]2[O:9][CH:10]=[CH:11][CH:12]=2)[C:5]([C:13]#[N:14])=[C:4](S(C)=O)[N:3]=1.[F:18][C:19]([F:29])([F:28])[C:20]1[CH:21]=[CH:22][C:23]([CH2:26][NH2:27])=[N:24][CH:25]=1, predict the reaction product. The product is: [NH2:1][C:2]1[N:7]=[C:6]([C:8]2[O:9][CH:10]=[CH:11][CH:12]=2)[C:5]([C:13]#[N:14])=[C:4]([NH:27][CH2:26][C:23]2[CH:22]=[CH:21][C:20]([C:19]([F:29])([F:18])[F:28])=[CH:25][N:24]=2)[N:3]=1. (3) Given the reactants [NH2:1][C:2]([NH2:4])=[S:3].C([O:8][CH2:9][CH2:10][CH:11](Cl)[C:12](=O)[CH3:13])(=O)C, predict the reaction product. The product is: [NH2:1][C:2]1[S:3][C:11]([CH2:10][CH2:9][OH:8])=[C:12]([CH3:13])[N:4]=1. (4) Given the reactants [CH3:1][C:2]1[CH:7]=[CH:6][N:5]=[CH:4][C:3]=1[N:8]1[CH2:12][CH2:11][NH:10][C:9]1=[O:13].Br[C:15]1[CH:20]=[CH:19][C:18]([F:21])=[C:17]([C:22]([F:25])([F:24])[F:23])[CH:16]=1.N[C@@H]1CCCC[C@H]1N.P([O-])([O-])([O-])=O.[K+].[K+].[K+], predict the reaction product. The product is: [F:21][C:18]1[CH:19]=[CH:20][C:15]([N:10]2[CH2:11][CH2:12][N:8]([C:3]3[CH:4]=[N:5][CH:6]=[CH:7][C:2]=3[CH3:1])[C:9]2=[O:13])=[CH:16][C:17]=1[C:22]([F:23])([F:24])[F:25]. (5) Given the reactants C([O:4][CH:5]1[C:13]2[N:12]=[CH:11][C:10]([Cl:14])=[CH:9][C:8]=2[CH2:7][CH2:6]1)(=O)C.[OH-].[Na+], predict the reaction product. The product is: [Cl:14][C:10]1[CH:11]=[N:12][C:13]2[CH:5]([OH:4])[CH2:6][CH2:7][C:8]=2[CH:9]=1. (6) Given the reactants C1(C)C=CC(S([O-])(=O)=O)=CC=1.C(C1C=CC([O:18][CH2:19][CH2:20][O:21][CH:22]2[CH2:27][CH2:26][NH+:25](C)[CH2:24][CH2:23]2)=CC=1C)=O.O1C2(CCNCC2)OCC1.[H-].C([Al+]CC(C)C)C(C)C.CCCCCC.[Na], predict the reaction product. The product is: [NH:25]1[CH2:26][CH2:27][CH:22]([O:21][CH2:20][CH2:19][OH:18])[CH2:23][CH2:24]1. (7) Given the reactants [F:1][C:2]1[CH:3]=[C:4]([CH:46]=[C:47]([F:49])[CH:48]=1)[CH2:5][C@H:6]1[C@@H:10]([C@H:11]2[CH2:20][C:19]3[C:14](=[C:15]([O:21][Si](C(C)C)(C(C)C)C(C)C)[CH:16]=[CH:17][CH:18]=3)[CH2:13][N:12]2[CH:32]([C:39]2[CH:44]=[CH:43][CH:42]=[CH:41][CH:40]=2)[C:33]2[CH:38]=[CH:37][CH:36]=[CH:35][CH:34]=2)[O:9][C:8](=[O:45])[NH:7]1.[F-].C([N+](CCCC)(CCCC)CCCC)CCC, predict the reaction product. The product is: [F:49][C:47]1[CH:46]=[C:4]([CH:3]=[C:2]([F:1])[CH:48]=1)[CH2:5][C@H:6]1[C@@H:10]([C@H:11]2[CH2:20][C:19]3[C:14](=[C:15]([OH:21])[CH:16]=[CH:17][CH:18]=3)[CH2:13][N:12]2[CH:32]([C:39]2[CH:40]=[CH:41][CH:42]=[CH:43][CH:44]=2)[C:33]2[CH:38]=[CH:37][CH:36]=[CH:35][CH:34]=2)[O:9][C:8](=[O:45])[NH:7]1. (8) Given the reactants [N:1]1([CH2:7][CH2:8][N:9]2[C:13](=[O:14])[C:12]34[CH2:30][N:29](S(C5C=CC=CC=5[N+]([O-])=O)(=O)=O)[CH2:28][C@H:15]3[CH2:16][C@@H:17]([C:18]3[CH:19]=[N:20][C:21]5[C:26]([CH:27]=3)=[CH:25][CH:24]=[CH:23][CH:22]=5)[N:11]4[C:10]2=[O:43])[CH2:6][CH2:5][O:4][CH2:3][CH2:2]1.[S-]C1C=CC=CC=1.[Na+], predict the reaction product. The product is: [N:1]1([CH2:7][CH2:8][N:9]2[C:13](=[O:14])[C:12]34[CH2:30][NH:29][CH2:28][C@H:15]3[CH2:16][C@@H:17]([C:18]3[CH:19]=[N:20][C:21]5[C:26]([CH:27]=3)=[CH:25][CH:24]=[CH:23][CH:22]=5)[N:11]4[C:10]2=[O:43])[CH2:2][CH2:3][O:4][CH2:5][CH2:6]1.